From a dataset of Forward reaction prediction with 1.9M reactions from USPTO patents (1976-2016). Predict the product of the given reaction. (1) Given the reactants [CH3:1][S:2]([NH2:5])(=[O:4])=[O:3].[CH3:6][C:7]1[C:8]([CH3:33])=[CH:9][C:10]2[N:19]([CH2:20][CH2:21][N:22]3[CH2:26][CH2:25][CH2:24][C@@H:23]3[C:27](O)=[O:28])[C:18]3[C:13]([C:14](=[O:31])[NH:15][C:16](=[O:30])[N:17]=3)=[N:12][C:11]=2[CH:32]=1.CC1C(C)=CC2N(CC=O)C3C(C(=O)NC(=O)N=3)=NC=2C=1.N1CCC[C@@H]1C(O)=O.CN(C(ON1N=NC2C=CC=NC1=2)=[N+](C)C)C.F[P-](F)(F)(F)(F)F.C(N(C(C)C)CC)(C)C, predict the reaction product. The product is: [CH3:6][C:7]1[C:8]([CH3:33])=[CH:9][C:10]2[N:19]([CH2:20][CH2:21][N:22]3[CH2:26][CH2:25][CH2:24][C@@H:23]3[C:27]([NH:5][S:2]([CH3:1])(=[O:4])=[O:3])=[O:28])[C:18]3[C:13]([C:14](=[O:31])[NH:15][C:16](=[O:30])[N:17]=3)=[N:12][C:11]=2[CH:32]=1. (2) Given the reactants OC[C@@H:3]1[CH2:5][C@@H:4]1[CH:6]1[CH2:11][CH2:10][N:9]([C:12]([O:14][C:15]([CH3:18])([CH3:17])[CH3:16])=[O:13])[CH2:8][CH2:7]1.C[Si]([N-][Si](C)(C)C)(C)C.[Na+].[Br:29][C:30]1[CH:31]=[CH:32][C:33]([CH2:36]Br)=[N:34][CH:35]=1.[OH2:38], predict the reaction product. The product is: [Br:29][C:30]1[CH:31]=[CH:32][C:33]([CH2:36][O:38][C@@H:3]2[CH2:5][C@@H:4]2[CH:6]2[CH2:7][CH2:8][N:9]([C:12]([O:14][C:15]([CH3:16])([CH3:17])[CH3:18])=[O:13])[CH2:10][CH2:11]2)=[N:34][CH:35]=1. (3) Given the reactants [CH2:1]([O:8][C:9]1[CH:14]=[CH:13][C:12]([OH:15])=[CH:11][CH:10]=1)[C:2]1[CH:7]=[CH:6][CH:5]=[CH:4][CH:3]=1.C1(=O)O[CH2:19][CH2:18][O:17]1.[I-].[Na+].[CH2:24](Cl)[C:25]1[CH:30]=[CH:29][CH:28]=[CH:27][CH:26]=1.[OH-].[Na+], predict the reaction product. The product is: [CH2:24]([O:17][CH2:18][CH2:19][O:15][C:12]1[CH:11]=[CH:10][C:9]([O:8][CH2:1][C:2]2[CH:3]=[CH:4][CH:5]=[CH:6][CH:7]=2)=[CH:14][CH:13]=1)[C:25]1[CH:30]=[CH:29][CH:28]=[CH:27][CH:26]=1. (4) Given the reactants [NH2:1][C:2]1[N:7]=[C:6]([NH:8][C:9](=[O:17])[C:10]2[CH:15]=[CH:14][C:13]([F:16])=[CH:12][CH:11]=2)[CH:5]=[CH:4][CH:3]=1.[C:18]([N:25]1[CH2:30][CH2:29][C:28](=O)[CH2:27][CH2:26]1)([O:20][C:21]([CH3:24])([CH3:23])[CH3:22])=[O:19].[Na], predict the reaction product. The product is: [C:21]([O:20][C:18]([N:25]1[CH2:30][CH2:29][CH:28]([NH:1][C:2]2[CH:3]=[CH:4][CH:5]=[C:6]([NH:8][C:9](=[O:17])[C:10]3[CH:15]=[CH:14][C:13]([F:16])=[CH:12][CH:11]=3)[N:7]=2)[CH2:27][CH2:26]1)=[O:19])([CH3:24])([CH3:22])[CH3:23]. (5) Given the reactants CS[CH2:3][CH2:4][CH2:5][CH2:6][OH:7].[OH:8][S:9]([O-:12])(=O)=O.[K+].[CH3:14]O, predict the reaction product. The product is: [CH3:14][S:9]([CH2:3][CH2:4][CH2:5][CH2:6][OH:7])(=[O:12])=[O:8].